From a dataset of Catalyst prediction with 721,799 reactions and 888 catalyst types from USPTO. Predict which catalyst facilitates the given reaction. (1) Reactant: Cl[C:2]([F:7])([F:6])C([O-])=O.[Na+].[OH:9][C:10]1[CH:17]=[CH:16][C:13]([CH:14]=[O:15])=[CH:12][C:11]=1[CH3:18].C(=O)([O-])[O-].[K+].[K+].Cl. Product: [F:7][CH:2]([F:6])[O:9][C:10]1[CH:17]=[CH:16][C:13]([CH:14]=[O:15])=[CH:12][C:11]=1[CH3:18]. The catalyst class is: 18. (2) Reactant: Cl.[Cl:2][C:3]1[CH:4]=[C:5]2[C:10](=[CH:11][CH:12]=1)[CH:9]=[C:8]([S:13]([CH2:16][C@@H:17]([NH:36]C(=O)OC(C)(C)C)[C:18]([N:20]1[CH2:25][CH2:24][CH:23]([N:26]3[CH2:30][C:29]4=[CH:31][N:32]=[C:33]([CH3:34])[N:28]4[C:27]3=[O:35])[CH2:22][CH2:21]1)=[O:19])(=[O:15])=[O:14])[CH:7]=[CH:6]2. Product: [NH2:36][C@H:17]([CH2:16][S:13]([C:8]1[CH:7]=[CH:6][C:5]2[C:10](=[CH:11][CH:12]=[C:3]([Cl:2])[CH:4]=2)[CH:9]=1)(=[O:14])=[O:15])[C:18]([N:20]1[CH2:21][CH2:22][CH:23]([N:26]2[CH2:30][C:29]3=[CH:31][N:32]=[C:33]([CH3:34])[N:28]3[C:27]2=[O:35])[CH2:24][CH2:25]1)=[O:19]. The catalyst class is: 357. (3) Reactant: [F:1][C:2]1[CH:3]=[C:4]2[C:12](=[CH:13][CH:14]=1)[N:11]([CH2:15][C:16]1[CH:25]=[CH:24][C:19]([C:20]([O:22][CH3:23])=[O:21])=[CH:18][CH:17]=1)[C:10]1[CH2:9][C:8](C)(C)[C:7](=[CH2:28])[C:6](=[O:29])[C:5]2=1.[CH3:30][O:31][CH2:32][CH2:33][N:34]1[CH2:39][CH2:38][NH:37][CH2:36][CH2:35]1. Product: [F:1][C:2]1[CH:3]=[C:4]2[C:12](=[CH:13][CH:14]=1)[N:11]([CH2:15][C:16]1[CH:25]=[CH:24][C:19]([C:20]([O:22][CH3:23])=[O:21])=[CH:18][CH:17]=1)[C:10]1[CH2:9][CH2:8][CH:7]([CH2:28][N:37]3[CH2:38][CH2:39][N:34]([CH2:33][CH2:32][O:31][CH3:30])[CH2:35][CH2:36]3)[C:6](=[O:29])[C:5]2=1. The catalyst class is: 11.